The task is: Regression. Given a peptide amino acid sequence and an MHC pseudo amino acid sequence, predict their binding affinity value. This is MHC class I binding data.. This data is from Peptide-MHC class I binding affinity with 185,985 pairs from IEDB/IMGT. (1) The peptide sequence is VPAMFTAAL. The MHC is HLA-B38:01 with pseudo-sequence HLA-B38:01. The binding affinity (normalized) is 0.0847. (2) The peptide sequence is ARWMISSAL. The MHC is HLA-B15:01 with pseudo-sequence HLA-B15:01. The binding affinity (normalized) is 0.0847. (3) The peptide sequence is VESVNNAVVM. The MHC is HLA-B44:02 with pseudo-sequence HLA-B44:02. The binding affinity (normalized) is 0.0736. (4) The peptide sequence is MTVFSYKAF. The MHC is HLA-B15:01 with pseudo-sequence HLA-B15:01. The binding affinity (normalized) is 0.515. (5) The peptide sequence is AMITYITRK. The MHC is HLA-B51:01 with pseudo-sequence HLA-B51:01. The binding affinity (normalized) is 0.0847.